From a dataset of Full USPTO retrosynthesis dataset with 1.9M reactions from patents (1976-2016). Predict the reactants needed to synthesize the given product. (1) Given the product [CH3:15][O:16][C:17]1[CH:24]=[CH:23][CH:22]=[CH:21][C:18]=1[CH2:19][NH:20][C:8]1[CH:7]=[CH:6][C:5]2[C:4]([NH:1][CH2:30][C:27]3[CH:28]=[CH:29][NH:25][N:26]=3)=[CH:13][CH:12]=[CH:11][C:10]=2[N:9]=1, predict the reactants needed to synthesize it. The reactants are: [N+:1]([C:4]1[CH:13]=[CH:12][CH:11]=[C:10]2[C:5]=1[CH:6]=[CH:7][C:8](Cl)=[N:9]2)([O-])=O.[CH3:15][O:16][C:17]1[CH:24]=[CH:23][CH:22]=[CH:21][C:18]=1[CH2:19][NH2:20].[NH:25]1[CH:29]=[CH:28][C:27]([CH:30]=O)=[N:26]1. (2) The reactants are: C(N(/[C:6](/F)=[C:7](\F)/[C:8]([F:11])([F:10])F)CC)C.C(N(C(F)(F)C(F)C(F)(F)F)CC)C.[C:28]([O:36][CH:37]1[CH2:42]CCC(=O)[CH2:38]1)(=[O:35])[C:29]1[CH:34]=[CH:33][CH:32]=[CH:31][CH:30]=1. Given the product [C:28]([O:36][CH:37]1[CH2:42][CH2:6][CH2:7][C:8]([F:10])([F:11])[CH2:38]1)(=[O:35])[C:29]1[CH:34]=[CH:33][CH:32]=[CH:31][CH:30]=1, predict the reactants needed to synthesize it. (3) Given the product [NH:1]1[C:9]2[C:4](=[CH:5][CH:6]=[CH:7][CH:8]=2)[C:3]([CH:14]([C:3]2[C:4]3[C:9](=[CH:8][CH:7]=[CH:6][CH:5]=3)[NH:1][CH:2]=2)[CH2:15][CH2:16][CH2:12][OH:11])=[CH:2]1, predict the reactants needed to synthesize it. The reactants are: [NH:1]1[C:9]2[C:4](=[CH:5][CH:6]=[CH:7][CH:8]=2)[CH:3]=[CH:2]1.C[O:11][CH:12]1[CH2:16][CH2:15][CH2:14]O1. (4) Given the product [Br:10][CH2:9][C:6]1[CH:7]=[CH:8][C:3]([CH2:2][N:34]2[CH2:35][CH2:36][CH2:37][N:24]([C:22]([O:21][C:17]([CH3:18])([CH3:19])[CH3:20])=[O:23])[CH2:25][CH2:26][N:27]([C:45]([O:47][C:48]([CH3:50])([CH3:49])[CH3:51])=[O:46])[CH2:28][CH2:29][CH2:30][N:31]([C:38]([O:40][C:41]([CH3:44])([CH3:43])[CH3:42])=[O:39])[CH2:32][CH2:33]2)=[CH:4][CH:5]=1, predict the reactants needed to synthesize it. The reactants are: Br[CH2:2][C:3]1[CH:8]=[CH:7][C:6]([CH2:9][Br:10])=[CH:5][CH:4]=1.C(=O)([O-])[O-].[K+].[K+].[C:17]([O:21][C:22]([N:24]1[CH2:37][CH2:36][CH2:35][NH:34][CH2:33][CH2:32][N:31]([C:38]([O:40][C:41]([CH3:44])([CH3:43])[CH3:42])=[O:39])[CH2:30][CH2:29][CH2:28][N:27]([C:45]([O:47][C:48]([CH3:51])([CH3:50])[CH3:49])=[O:46])[CH2:26][CH2:25]1)=[O:23])([CH3:20])([CH3:19])[CH3:18]. (5) Given the product [CH:34]([NH:37][CH2:2][CH2:3][O:4][C:5]1[CH:6]=[CH:7][C:8]([C:21]2[NH:30][C:29](=[O:31])[C:28]3[C:23](=[CH:24][CH:25]=[CH:26][C:27]=3[O:32][CH3:33])[N:22]=2)=[N:9][C:10]=1[C:11]1[CH:16]=[CH:15][C:14]([S:17]([CH3:20])(=[O:19])=[O:18])=[CH:13][CH:12]=1)([CH3:36])[CH3:35], predict the reactants needed to synthesize it. The reactants are: Br[CH2:2][CH2:3][O:4][C:5]1[CH:6]=[CH:7][C:8]([C:21]2[NH:30][C:29](=[O:31])[C:28]3[C:23](=[CH:24][CH:25]=[CH:26][C:27]=3[O:32][CH3:33])[N:22]=2)=[N:9][C:10]=1[C:11]1[CH:16]=[CH:15][C:14]([S:17]([CH3:20])(=[O:19])=[O:18])=[CH:13][CH:12]=1.[CH:34]([NH2:37])([CH3:36])[CH3:35].